This data is from Reaction yield outcomes from USPTO patents with 853,638 reactions. The task is: Predict the reaction yield, written as a fraction of the theoretical maximum amount of product (1.0 means a 100% yield; for example, 0.34 means a 34% yield). (1) The reactants are [I:1]I.[CH2:3]([OH:13])[C:4]1[CH:12]=[CH:11][C:10]2[O:9][CH2:8][O:7][C:6]=2[CH:5]=1. The catalyst is C(Cl)(Cl)Cl. The product is [I:1][C:12]1[C:4]([CH2:3][OH:13])=[CH:5][C:6]2[O:7][CH2:8][O:9][C:10]=2[CH:11]=1. The yield is 0.570. (2) The reactants are [C:1](=[O:4])([O-])[O-].[K+].[K+].[OH:7][C:8]1[CH:9]=[C:10]([N+:15]([O-:17])=[O:16])[CH:11]=[CH:12][C:13]=1O.[CH2:18](Br)[C:19]1[CH:24]=[CH:23][CH:22]=[CH:21][CH:20]=1. The catalyst is CC(C)=O. The product is [CH2:18]([O:7][C:8]1[CH:9]=[C:10]([N+:15]([O-:17])=[O:16])[CH:11]=[CH:12][C:13]=1[O:4][CH2:1][C:8]1[CH:9]=[CH:10][CH:11]=[CH:12][CH:13]=1)[C:19]1[CH:24]=[CH:23][CH:22]=[CH:21][CH:20]=1. The yield is 0.700. (3) The reactants are [Na].[CH2:2]([O:6][C:7]1[CH:12]=[CH:11][C:10]([S:13]([OH:16])(=O)=[O:14])=[CH:9][CH:8]=1)[CH2:3][CH2:4][CH3:5].P(Cl)(Cl)([Cl:19])=O. No catalyst specified. The product is [CH2:2]([O:6][C:7]1[CH:12]=[CH:11][C:10]([S:13]([Cl:19])(=[O:16])=[O:14])=[CH:9][CH:8]=1)[CH2:3][CH2:4][CH3:5]. The yield is 0.993. (4) The reactants are [C:1]1([N:7]2[CH:11]=[CH:10][C:9]([CH:12]=[O:13])=[N:8]2)[CH:6]=[CH:5][CH:4]=[CH:3][CH:2]=1.[CH3:14][CH2:15][Mg+].[Br-]. The catalyst is C1COCC1. The product is [C:1]1([N:7]2[CH:11]=[CH:10][C:9]([CH:12]([OH:13])[CH2:14][CH3:15])=[N:8]2)[CH:6]=[CH:5][CH:4]=[CH:3][CH:2]=1. The yield is 0.690.